Predict the product of the given reaction. From a dataset of Forward reaction prediction with 1.9M reactions from USPTO patents (1976-2016). (1) Given the reactants [C:1]([NH:5][C:6](=[O:8])[OH:7])([CH3:4])([CH3:3])[CH3:2].[CH:9]1([S:12]([NH2:15])(=[O:14])=[O:13])[CH2:11][CH2:10]1.[Li]CCCC.BrC[C:23]1[CH:28]=[CH:27][N:26]=[CH:25][CH:24]=1.Br.BrCC1C=CN=CC=1.C(=O)(O)[O-].[Na+], predict the reaction product. The product is: [N:26]1[CH:27]=[CH:28][C:23]([C:9]2([S:12]([NH2:15])(=[O:14])=[O:13])[CH2:11][CH2:10]2)=[CH:24][CH:25]=1.[C:1]([NH:5][C:6](=[O:7])[O-:8])([CH3:4])([CH3:3])[CH3:2]. (2) Given the reactants [C:1]([O:5][C:6]([NH:8][C@H:9]1[CH2:13][CH2:12][C@@H:11]([C:14]([OH:16])=O)[CH2:10]1)=[O:7])([CH3:4])([CH3:3])[CH3:2].C1C=CC2N(O)N=[N:23]C=2C=1.C(Cl)CCl.[OH-].[NH4+], predict the reaction product. The product is: [NH2:23][C:14]([C@@H:11]1[CH2:12][CH2:13][C@H:9]([NH:8][C:6](=[O:7])[O:5][C:1]([CH3:4])([CH3:3])[CH3:2])[CH2:10]1)=[O:16]. (3) Given the reactants CN1[CH2:7][CH2:6][N:5]([C:8]([O:10][CH2:11][CH:12]=[C:13]([CH3:30])[CH2:14][CH2:15][CH:16]=[C:17]([CH3:29])[CH2:18][CH2:19][CH:20]=[C:21]([CH3:28])[CH2:22][CH2:23][CH:24]=[C:25]([CH3:27])[CH3:26])=[O:9])CC1.C(C/C(/C)=C/CC/C(/C)=C/CO)/C=C(/CCC=C(C)C)\C.[CH3:52][C:53]12[CH2:62]C3(N)[CH2:61][CH:55]([CH2:56][C:57](C)([CH2:59]3)[CH2:58]1)[CH2:54]2.C1N=CN(C(N2C=NC=C2)=O)C=1, predict the reaction product. The product is: [CH3:52][C:53]12[CH2:58][CH:57]3[CH2:56][C:55]([CH3:61])([CH2:7][C:6]([NH:5][C:8](=[O:9])[O:10][CH2:11]/[CH:12]=[C:13](\[CH3:30])/[CH2:14][CH2:15]/[CH:16]=[C:17](\[CH3:29])/[CH2:18][CH2:19]/[CH:20]=[C:21](\[CH3:28])/[CH2:22][CH2:23][CH:24]=[C:25]([CH3:26])[CH3:27])([CH2:59]3)[CH2:62]1)[CH2:54]2. (4) Given the reactants [C:1]([O:5][C:6]([NH:8][C:9]1[C:18]([N+:19]([O-])=O)=[CH:17][CH:16]=[CH:15][C:10]=1[C:11]([O:13][CH3:14])=[O:12])=[O:7])([CH3:4])([CH3:3])[CH3:2], predict the reaction product. The product is: [NH2:19][C:18]1[C:9]([NH:8][C:6]([O:5][C:1]([CH3:4])([CH3:3])[CH3:2])=[O:7])=[C:10]([CH:15]=[CH:16][CH:17]=1)[C:11]([O:13][CH3:14])=[O:12].